This data is from Forward reaction prediction with 1.9M reactions from USPTO patents (1976-2016). The task is: Predict the product of the given reaction. (1) Given the reactants [Cl:1][C:2]1[N:7]=[C:6]2[CH:8]=[N:9][NH:10][C:5]2=[CH:4][CH:3]=1.[OH-].[K+].[I:13]I, predict the reaction product. The product is: [Cl:1][C:2]1[N:7]=[C:6]2[C:8]([I:13])=[N:9][NH:10][C:5]2=[CH:4][CH:3]=1. (2) Given the reactants Cl[C:2]1[C:11]2[C:6](=[CH:7][CH:8]=[C:9]([O:12][CH3:13])[CH:10]=2)[CH:5]=[C:4]([NH:14][C:15]2[CH:19]=[C:18]([CH3:20])[NH:17][N:16]=2)[N:3]=1.C[N:22]1[CH:26]=[C:25](B(O)O)[CH:24]=[N:23]1, predict the reaction product. The product is: [CH3:20][C:18]1[NH:17][N:16]=[C:15]([NH:14][C:4]2[N:3]=[C:2]([C:25]3[CH:26]=[N:22][NH:23][CH:24]=3)[C:11]3[C:6]([CH:5]=2)=[CH:7][CH:8]=[C:9]([O:12][CH3:13])[CH:10]=3)[CH:19]=1. (3) Given the reactants [Br:1][C:2]1[CH:7]=[C:6]([O:8][CH2:9][CH2:10][Cl:11])[C:5]([N+:12]([O-])=O)=[CH:4][C:3]=1[CH:15]([F:17])[F:16], predict the reaction product. The product is: [Br:1][C:2]1[C:3]([CH:15]([F:17])[F:16])=[CH:4][C:5]([NH2:12])=[C:6]([O:8][CH2:9][CH2:10][Cl:11])[CH:7]=1. (4) Given the reactants [NH2:1][C:2]1[C:7]([C:8]#[N:9])=[C:6]([CH:10]2[CH2:15][CH2:14][CH:13]([O:16][Si:17]([C:20]([CH3:23])([CH3:22])[CH3:21])([CH3:19])[CH3:18])[CH2:12][CH2:11]2)[C:5]([C:24]#[N:25])=[C:4]([SH:26])[N:3]=1.Cl[CH2:28][C:29]1[N:30]=[C:31]([C:34]2[CH:39]=[CH:38][C:37]([Cl:40])=[CH:36][CH:35]=2)[S:32][CH:33]=1.C(=O)(O)[O-].[Na+], predict the reaction product. The product is: [NH2:1][C:2]1[C:7]([C:8]#[N:9])=[C:6]([C@H:10]2[CH2:11][CH2:12][C@H:13]([O:16][Si:17]([C:20]([CH3:22])([CH3:23])[CH3:21])([CH3:18])[CH3:19])[CH2:14][CH2:15]2)[C:5]([C:24]#[N:25])=[C:4]([S:26][CH2:28][C:29]2[N:30]=[C:31]([C:34]3[CH:39]=[CH:38][C:37]([Cl:40])=[CH:36][CH:35]=3)[S:32][CH:33]=2)[N:3]=1. (5) Given the reactants [C:1]([O:4][C@H:5]1[CH2:22][CH2:21][C@@:20]2([CH3:23])[C@@H:7]([CH2:8][CH2:9][C@:10]3([CH3:34])[C@@H:19]2[CH2:18][CH2:17][C@H:16]2[C@@:11]3([CH3:33])[CH2:12][CH2:13][C@@:14]3([C:30]([OH:32])=[O:31])[CH2:26][CH2:25][C@@H:24]([C:27]([CH3:29])=[CH2:28])[C@@H:15]32)[C:6]1([CH3:36])[CH3:35])(=[O:3])[CH3:2].Cl[C:38]1[CH:64]=[C:63](Cl)[CH:62]=[C:61](Cl)[C:39]=1[C:40]([O:42][C:43]([C@H:45]1[CH2:48][C@@H:47](C(OCC2C=CC=CC=2)=O)[C:46]1(C)[CH3:59])=[O:44])=O, predict the reaction product. The product is: [CH2:40]([O:42][C:43]([CH:45]1[CH2:48][CH:2]([C:1]([O:4][C@H:5]2[CH2:22][CH2:21][C@@:20]3([CH3:23])[C@@H:7]([CH2:8][CH2:9][C@:10]4([CH3:34])[C@@H:19]3[CH2:18][CH2:17][C@H:16]3[C@@:11]4([CH3:33])[CH2:12][CH2:13][C@@:14]4([C:30]([OH:32])=[O:31])[CH2:26][CH2:25][C@@H:24]([C:27]([CH3:29])=[CH2:28])[C@@H:15]43)[C:6]2([CH3:36])[CH3:35])=[O:3])[C:46]1([CH3:59])[CH3:47])=[O:44])[C:39]1[CH:61]=[CH:62][CH:63]=[CH:64][CH:38]=1. (6) Given the reactants C(O)(C(F)(F)F)=O.[Cl:8][C:9]1[C:17]2[N:16]([CH2:18][CH2:19][O:20][C:21]3[CH:26]=[CH:25][CH:24]=[CH:23][CH:22]=3)[C:15]3[CH2:27][CH2:28][N:29](C(OC(C)(C)C)=O)[CH2:30][CH2:31][C:14]=3[C:13]=2[C:12]([Cl:39])=[CH:11][CH:10]=1.[OH-].[Na+], predict the reaction product. The product is: [ClH:8].[Cl:8][C:9]1[C:17]2[N:16]([CH2:18][CH2:19][O:20][C:21]3[CH:26]=[CH:25][CH:24]=[CH:23][CH:22]=3)[C:15]3[CH2:27][CH2:28][NH:29][CH2:30][CH2:31][C:14]=3[C:13]=2[C:12]([Cl:39])=[CH:11][CH:10]=1. (7) Given the reactants Cl[C:2]1[C:3]2[C:4](=[CH:17][N:18](CC3C=CC(OC)=CC=3)[N:19]=2)[N:5]=[C:6]([C:8]2[S:9][C:10]3[CH:16]=[CH:15][CH:14]=[CH:13][C:11]=3[N:12]=2)[N:7]=1.[CH3:29][O:30][C:31]1[CH:32]=[C:33]([CH:35]=[CH:36][C:37]=1[O:38][CH3:39])[NH2:34].Cl, predict the reaction product. The product is: [S:9]1[C:10]2[CH:16]=[CH:15][CH:14]=[CH:13][C:11]=2[N:12]=[C:8]1[C:6]1[N:7]=[C:2]([NH:34][C:33]2[CH:35]=[CH:36][C:37]([O:38][CH3:39])=[C:31]([O:30][CH3:29])[CH:32]=2)[C:3]2[NH:19][N:18]=[CH:17][C:4]=2[N:5]=1. (8) Given the reactants CO[C:3]1[CH:4]=[C:5]([CH2:11][C:12]([C:14]2[CH:19]=[CH:18][CH:17]=[CH:16][CH:15]=2)=[O:13])[CH:6]=[CH:7][C:8]=1OC.[Br:20]C1C=CC(CC(O)=O)=CC=1, predict the reaction product. The product is: [Br:20][C:8]1[CH:7]=[CH:6][C:5]([CH2:11][C:12]([C:14]2[CH:19]=[CH:18][CH:17]=[CH:16][CH:15]=2)=[O:13])=[CH:4][CH:3]=1. (9) Given the reactants [Cl:1][C:2]1[CH:3]=[N:4][CH:5]=[C:6]([Cl:27])[C:7]=1[NH:8][C:9]1[N:13]([CH3:14])[C:12]2[C:15]3[CH2:16][C:17]([CH3:26])([CH3:25])[O:18][C:19]=3[C:20]([C:22]([OH:24])=O)=[CH:21][C:11]=2[N:10]=1.[CH:28]1([CH2:31][NH2:32])[CH2:30][CH2:29]1.CN(C(ON1N=NC2C=CC=CC1=2)=[N+](C)C)C.[B-](F)(F)(F)F.CN(C=O)C, predict the reaction product. The product is: [CH:28]1([CH2:31][NH:32][C:22]([C:20]2[C:19]3[O:18][C:17]([CH3:26])([CH3:25])[CH2:16][C:15]=3[C:12]3[N:13]([CH3:14])[C:9]([NH:8][C:7]4[C:2]([Cl:1])=[CH:3][N:4]=[CH:5][C:6]=4[Cl:27])=[N:10][C:11]=3[CH:21]=2)=[O:24])[CH2:30][CH2:29]1.